Dataset: Full USPTO retrosynthesis dataset with 1.9M reactions from patents (1976-2016). Task: Predict the reactants needed to synthesize the given product. (1) Given the product [CH3:32][O:1][CH:2]([C:11]1[CH:28]=[CH:27][C:14]2[CH2:15][CH2:16][N:17]([C:20]([O:22][C:23]([CH3:25])([CH3:24])[CH3:26])=[O:21])[CH2:18][CH2:19][C:13]=2[CH:12]=1)[CH2:3][CH2:4][C:5]1[CH:9]=[CH:8][N:7]([CH3:10])[N:6]=1, predict the reactants needed to synthesize it. The reactants are: [OH:1][CH:2]([C:11]1[CH:28]=[CH:27][C:14]2[CH2:15][CH2:16][N:17]([C:20]([O:22][C:23]([CH3:26])([CH3:25])[CH3:24])=[O:21])[CH2:18][CH2:19][C:13]=2[CH:12]=1)[CH2:3][CH2:4][C:5]1[CH:9]=[CH:8][N:7]([CH3:10])[N:6]=1.[H-].[Na+].I[CH3:32]. (2) Given the product [NH2:18][C:17]1[S:5][C:4]2[CH2:1][N:26]([CH2:19][C:20]3[CH:25]=[CH:24][CH:23]=[CH:22][CH:21]=3)[CH2:6][CH2:7][C:8]=2[C:16]=1[C:14]([C:10]1[S:9][CH:13]=[CH:12][CH:11]=1)=[O:15], predict the reactants needed to synthesize it. The reactants are: [C:1]([C:4]1[S:5][CH:6]=[CH:7][CH:8]=1)(=O)C.[S:9]1[CH:13]=[CH:12][CH:11]=[C:10]1[C:14]([CH2:16][C:17]#[N:18])=[O:15].[CH2:19]([N:26]1CCC(=O)CC1)[C:20]1[CH:25]=[CH:24][CH:23]=[CH:22][CH:21]=1.N1CCOCC1.[S].